This data is from Peptide-MHC class II binding affinity with 134,281 pairs from IEDB. The task is: Regression. Given a peptide amino acid sequence and an MHC pseudo amino acid sequence, predict their binding affinity value. This is MHC class II binding data. (1) The MHC is DRB5_0101 with pseudo-sequence DRB5_0101. The binding affinity (normalized) is 0.369. The peptide sequence is GGTWVSATLEQDKCV. (2) The binding affinity (normalized) is 0.158. The MHC is HLA-DQA10301-DQB10302 with pseudo-sequence HLA-DQA10301-DQB10302. The peptide sequence is STTVSTEQNVPDPQV. (3) The peptide sequence is MMGKREKKLSEFGKA. The MHC is DRB1_0404 with pseudo-sequence DRB1_0404. The binding affinity (normalized) is 0.239. (4) The peptide sequence is PVGDIYKRWIILGLNKIV. The MHC is DRB1_0405 with pseudo-sequence DRB1_0405. The binding affinity (normalized) is 0.479. (5) The peptide sequence is YDTYKCIPSLEAAVK. The MHC is HLA-DQA10301-DQB10301 with pseudo-sequence HLA-DQA10301-DQB10301. The binding affinity (normalized) is 0.515. (6) The peptide sequence is WASHIHLVIHRIRTL. The MHC is HLA-DQA10501-DQB10302 with pseudo-sequence HLA-DQA10501-DQB10302. The binding affinity (normalized) is 0.543. (7) The peptide sequence is EEQEQWKTANEAVQD. The MHC is DRB1_0701 with pseudo-sequence DRB1_0701. The binding affinity (normalized) is 0.328. (8) The peptide sequence is IFSKNLNIKLNMPLY. The MHC is DRB5_0101 with pseudo-sequence DRB5_0101. The binding affinity (normalized) is 0.323. (9) The peptide sequence is GGACGYKDVDKPPFS. The MHC is HLA-DPA10201-DPB11401 with pseudo-sequence HLA-DPA10201-DPB11401. The binding affinity (normalized) is 0.0446. (10) The peptide sequence is EKSYFAATQFEPLAA. The MHC is HLA-DQA10301-DQB10302 with pseudo-sequence HLA-DQA10301-DQB10302. The binding affinity (normalized) is 0.468.